This data is from Reaction yield outcomes from USPTO patents with 853,638 reactions. The task is: Predict the reaction yield, written as a fraction of the theoretical maximum amount of product (1.0 means a 100% yield; for example, 0.34 means a 34% yield). (1) The reactants are C[Si](C)(C)[O-].[K+].[CH3:7][C:8]([C@H:14]1[CH2:19][CH2:18][C@H:17]([C:20]2[CH:25]=[CH:24][C:23]([NH:26][C:27]([C:29]3[O:30][C:31]([NH:34][C:35]4[CH:40]=[C:39]([F:41])[C:38]([F:42])=[CH:37][C:36]=4[F:43])=[N:32][N:33]=3)=[O:28])=[CH:22][CH:21]=2)[CH2:16][CH2:15]1)([CH3:13])[C:9]([O:11]C)=[O:10].C(O)(=O)CC(CC(O)=O)(C(O)=O)O. The catalyst is C1COCC1. The product is [CH3:13][C:8]([C@H:14]1[CH2:19][CH2:18][C@H:17]([C:20]2[CH:21]=[CH:22][C:23]([NH:26][C:27]([C:29]3[O:30][C:31]([NH:34][C:35]4[CH:40]=[C:39]([F:41])[C:38]([F:42])=[CH:37][C:36]=4[F:43])=[N:32][N:33]=3)=[O:28])=[CH:24][CH:25]=2)[CH2:16][CH2:15]1)([CH3:7])[C:9]([OH:11])=[O:10]. The yield is 0.570. (2) The reactants are [NH2:1][C:2]1[CH:7]=[CH:6][C:5]([Br:8])=[CH:4][C:3]=1[C:9]([C:11]1[CH:16]=[CH:15][CH:14]=[CH:13][CH:12]=1)=[O:10].S([O-])([O-])(=O)=O.[NH4+].[NH4+].[C:24](OCC)(=O)[CH3:25].[CH2:30]1COCC1. No catalyst specified. The product is [Br:8][C:5]1[CH:6]=[CH:7][C:2]2[NH:1][CH:24]([CH3:25])[O:10][C:9]([CH3:30])([C:11]3[CH:12]=[CH:13][CH:14]=[CH:15][CH:16]=3)[C:3]=2[CH:4]=1. The yield is 0.700. (3) The reactants are [OH:1][C@H:2]1[C:10]2[C:5](=[CH:6][CH:7]=[CH:8][CH:9]=2)[CH2:4][C@:3]1([CH2:20][C:21]1[CH:29]=[CH:28][C:24]([C:25]([NH2:27])=[O:26])=[CH:23][CH:22]=1)[C:11]1[CH2:12][C:13]2[C:18]([CH:19]=1)=[CH:17][CH:16]=[CH:15][CH:14]=2.C1CCC(N=C=NC2CCCCC2)CC1.C([NH:62][C@H:63]([C:68](O)=[O:69])[CH2:64][CH:65]([CH3:67])[CH3:66])(OCC1C2C(=CC=CC=2)C2C1=CC=CC=2)=O. The catalyst is CN(C1C=CN=CC=1)C.C(OCC)(=O)C. The product is [NH2:62][C@H:63]([C:68]([O:1][C@H:2]1[C:10]2[C:5](=[CH:6][CH:7]=[CH:8][CH:9]=2)[CH2:4][C@:3]1([CH2:20][C:21]1[CH:29]=[CH:28][C:24]([C:25](=[O:26])[NH2:27])=[CH:23][CH:22]=1)[C:11]1[CH2:12][C:13]2[C:18]([CH:19]=1)=[CH:17][CH:16]=[CH:15][CH:14]=2)=[O:69])[CH2:64][CH:65]([CH3:67])[CH3:66]. The yield is 0.630. (4) The reactants are [H-].[Al+3].[Li+].[H-].[H-].[H-].[Cl:7][C:8]1[N:16]=[CH:15][CH:14]=[CH:13][C:9]=1[C:10](O)=[O:11].[OH-].[Na+]. The catalyst is C1COCC1. The product is [Cl:7][C:8]1[C:9]([CH2:10][OH:11])=[CH:13][CH:14]=[CH:15][N:16]=1. The yield is 0.680. (5) The reactants are [CH3:1][S:2][C:3]1[N:8]=[C:7]([C:9]2[S:13][C:12]([C:14]([OH:16])=O)=[CH:11][CH:10]=2)[CH:6]=[CH:5][N:4]=1.[NH:17]1[CH2:22][CH2:21][O:20][CH2:19][CH2:18]1.CCN=C=NCCCN(C)C.C1C=NC2N(O)N=NC=2C=1.C(N(CC)CC)C. The catalyst is ClCCl.O. The product is [CH3:1][S:2][C:3]1[N:8]=[C:7]([C:9]2[S:13][C:12]([C:14]([N:17]3[CH2:22][CH2:21][O:20][CH2:19][CH2:18]3)=[O:16])=[CH:11][CH:10]=2)[CH:6]=[CH:5][N:4]=1. The yield is 0.780. (6) The reactants are [Cl:1][C:2]1[CH:7]=[CH:6][C:5]([C:8]2[C:14]3[CH:15]=[C:16]([O:19][CH3:20])[CH:17]=[CH:18][C:13]=3[N:12]3[C:21]([CH3:24])=[N:22][N:23]=[C:11]3[C@H:10]([CH2:25][C:26]([OH:28])=[O:27])[N:9]=2)=[CH:4][CH:3]=1.[CH3:29][CH:30]([CH3:37])N=C=NC(C)C. The catalyst is C(O)(C)C.CN(C1C=CN=CC=1)C. The product is [Cl:1][C:2]1[CH:7]=[CH:6][C:5]([C:8]2[C:14]3[CH:15]=[C:16]([O:19][CH3:20])[CH:17]=[CH:18][C:13]=3[N:12]3[C:21]([CH3:24])=[N:22][N:23]=[C:11]3[C@H:10]([CH2:25][C:26]([O:28][CH:30]([CH3:37])[CH3:29])=[O:27])[N:9]=2)=[CH:4][CH:3]=1. The yield is 0.190.